Task: Predict the reactants needed to synthesize the given product.. Dataset: Retrosynthesis with 50K atom-mapped reactions and 10 reaction types from USPTO (1) Given the product O=C(c1ccc(Nc2nccc(-c3cnc4ccccn34)n2)cc1)c1cccc(Cl)c1, predict the reactants needed to synthesize it. The reactants are: Nc1nccc(-c2cnc3ccccn23)n1.O=C(c1ccc(Br)cc1)c1cccc(Cl)c1. (2) Given the product Cc1csc2c(NCC(C)(C)C)nc(Cl)nc12, predict the reactants needed to synthesize it. The reactants are: CC(C)(C)CN.Cc1csc2c(Cl)nc(Cl)nc12. (3) The reactants are: CS(=O)(=O)Cl.NC(=O)c1c(NC(=O)Cn2cc(CCO)c(C(F)(F)F)n2)sc2c1CCCC2. Given the product CS(=O)(=O)OCCc1cn(CC(=O)Nc2sc3c(c2C(N)=O)CCCC3)nc1C(F)(F)F, predict the reactants needed to synthesize it. (4) The reactants are: COc1cc(C(=O)N[C@H](C)COS(C)(=O)=O)ccc1[N+](=O)[O-]. Given the product COc1cc(C(=O)N2CC2C)ccc1[N+](=O)[O-], predict the reactants needed to synthesize it. (5) The reactants are: CCOC(=O)c1nc(C#N)cs1. Given the product N#Cc1csc(CO)n1, predict the reactants needed to synthesize it. (6) The reactants are: CC(C)(C)OC(=O)N1CCCc2oc3cc(Br)ccc3c2C1.O=C1CN(CCc2ccc(Cl)cc2)CCN1. Given the product CC(C)(C)OC(=O)N1CCCc2oc3cc(N4CCN(CCc5ccc(Cl)cc5)CC4=O)ccc3c2C1, predict the reactants needed to synthesize it. (7) The reactants are: N#Cc1cccc(C=O)c1.OCCO. Given the product N#Cc1cccc(C2OCCO2)c1, predict the reactants needed to synthesize it. (8) Given the product CC(=O)c1cnc2ccc(Br)cc2c1Nc1ccc(NCCN(C)C)nc1, predict the reactants needed to synthesize it. The reactants are: CC(=O)c1cnc2ccc(Br)cc2c1Cl.CN(C)CCNc1ccc(N)cn1. (9) The reactants are: CCOC(=O)C(C(=O)OCC)C(=O)c1ccc(Cl)nc1Cl. Given the product CCOC(=O)CC(=O)c1ccc(Cl)nc1Cl, predict the reactants needed to synthesize it.